Dataset: Full USPTO retrosynthesis dataset with 1.9M reactions from patents (1976-2016). Task: Predict the reactants needed to synthesize the given product. (1) Given the product [CH2:11]([O:13][C:14]([C:15]1([CH3:17])[CH2:16][CH2:19][C:4]2[C:3](=[C:2]([Br:1])[CH:7]=[C:6]([O:8][CH3:9])[CH:5]=2)[O:10]1)=[O:18])[CH3:12], predict the reactants needed to synthesize it. The reactants are: [Br:1][C:2]1[CH:7]=[C:6]([O:8][CH3:9])[CH:5]=[CH:4][C:3]=1[OH:10].[CH2:11]([O:13][C:14](=[O:18])[C:15]([CH3:17])=[CH2:16])[CH3:12].[CH2:19](NCCCC)CCC.C=O.CC(O)=O. (2) Given the product [Cl:1][C:2]1[CH:7]=[CH:6][CH:5]=[C:4]([Cl:8])[C:3]=1[N:9]1[C:14](=[O:15])[CH2:13][CH2:12][C:11]([C:16]([O:18][CH2:19][CH3:20])=[O:17])=[CH:10]1, predict the reactants needed to synthesize it. The reactants are: [Cl:1][C:2]1[CH:7]=[CH:6][CH:5]=[C:4]([Cl:8])[C:3]=1[N:9]1[C:14](=[O:15])[CH2:13][CH2:12][CH:11]([C:16]([O:18][CH2:19][CH3:20])=[O:17])[CH:10]1O.C(N(CC)CC)C.CS(Cl)(=O)=O.Cl. (3) Given the product [Cl:11][C:12]1[CH:17]=[CH:16][CH:15]=[CH:14][C:13]=1[C:18]1[N:22]([C:23]2[CH:24]=[N:25][C:26]([C:29]3[CH:34]=[CH:33][CH:32]=[C:31]([S:35]([CH3:38])(=[O:37])=[O:36])[CH:30]=3)=[CH:27][CH:28]=2)[N:21]=[C:20]([C:39](=[O:40])[CH3:1])[CH:19]=1, predict the reactants needed to synthesize it. The reactants are: [CH3:1]NCCNC.C[Al](C)C.[Cl:11][C:12]1[CH:17]=[CH:16][CH:15]=[CH:14][C:13]=1[C:18]1[N:22]([C:23]2[CH:24]=[N:25][C:26]([C:29]3[CH:34]=[CH:33][CH:32]=[C:31]([S:35]([CH3:38])(=[O:37])=[O:36])[CH:30]=3)=[CH:27][CH:28]=2)[N:21]=[C:20]([C:39](OC)=[O:40])[CH:19]=1. (4) Given the product [NH2:17][N:16]1[C:14](=[O:15])[C:13]2[N:12]([CH3:18])[CH:11]=[N:10][C:9]=2[N:8]=[C:6]1[C:5]1[CH:19]=[CH:20][C:2]([F:1])=[CH:3][CH:4]=1, predict the reactants needed to synthesize it. The reactants are: [F:1][C:2]1[CH:20]=[CH:19][C:5]([C:6]([NH:8][C:9]2[N:10]=[CH:11][N:12]([CH3:18])[C:13]=2[C:14]([NH:16][NH2:17])=[O:15])=O)=[CH:4][CH:3]=1.CC1C=CC(S(O)(=O)=O)=CC=1. (5) The reactants are: [O:1]=[C:2]([C:9]1[CH:14]=[CH:13][CH:12]=[CH:11][CH:10]=1)[CH2:3][C:4]([O:6][CH2:7][CH3:8])=[O:5].[CH:15](OCC)(OCC)[O:16][CH2:17][CH3:18].C(OC(=O)C)(=O)C. Given the product [C:2]([C:3](=[CH:15][O:16][CH2:17][CH3:18])[C:4]([O:6][CH2:7][CH3:8])=[O:5])(=[O:1])[C:9]1[CH:14]=[CH:13][CH:12]=[CH:11][CH:10]=1, predict the reactants needed to synthesize it.